This data is from Reaction yield outcomes from USPTO patents with 853,638 reactions. The task is: Predict the reaction yield, written as a fraction of the theoretical maximum amount of product (1.0 means a 100% yield; for example, 0.34 means a 34% yield). (1) The reactants are [NH2:1][C:2]1[S:3][C:4]2[C:10]([C:11]3[CH:16]=[CH:15][CH:14]=[CH:13][CH:12]=3)=[CH:9][CH:8]=[C:7]([O:17][CH3:18])[C:5]=2[N:6]=1.[C:19](Cl)(=[O:26])[C:20]1[CH:25]=[CH:24][CH:23]=[CH:22][CH:21]=1.Cl. The catalyst is N1C=CC=CC=1. The product is [CH3:18][O:17][C:7]1[C:5]2[N:6]=[C:2]([NH:1][C:19](=[O:26])[C:20]3[CH:25]=[CH:24][CH:23]=[CH:22][CH:21]=3)[S:3][C:4]=2[C:10]([C:11]2[CH:16]=[CH:15][CH:14]=[CH:13][CH:12]=2)=[CH:9][CH:8]=1. The yield is 0.690. (2) The reactants are Cl[CH2:2][CH2:3][CH2:4][S:5]([N:8]1[CH2:13][CH2:12][CH:11]([C:14]2[C:22]3[C:17](=[C:18]([C:29]([NH2:31])=[O:30])[CH:19]=[C:20]([C:23]4[CH:28]=[CH:27][CH:26]=[CH:25][CH:24]=4)[CH:21]=3)[NH:16][CH:15]=2)[CH2:10][CH2:9]1)(=[O:7])=[O:6].[C:32]1([OH:38])[CH:37]=[CH:36][CH:35]=[CH:34][CH:33]=1.C([O-])([O-])=O.[K+].[K+].[I-].[Na+]. No catalyst specified. The product is [C:23]1([C:20]2[CH:21]=[C:22]3[C:17](=[C:18]([C:29]([NH2:31])=[O:30])[CH:19]=2)[NH:16][CH:15]=[C:14]3[CH:11]2[CH2:12][CH2:13][N:8]([S:5]([CH2:4][CH2:3][CH2:2][O:38][C:32]3[CH:37]=[CH:36][CH:35]=[CH:34][CH:33]=3)(=[O:7])=[O:6])[CH2:9][CH2:10]2)[CH:28]=[CH:27][CH:26]=[CH:25][CH:24]=1. The yield is 0.0930. (3) The reactants are [F:1][C:2]1[CH:7]=[CH:6][C:5]([C:8]2[O:9][C:10]3[CH:20]=[CH:19][C:18]([C:21]4[CH:26]=[C:25]([C:27](=[O:33])[NH:28][CH2:29][CH:30]([CH3:32])[CH3:31])[CH:24]=[CH:23][C:22]=4[OH:34])=[CH:17][C:11]=3[C:12]=2[C:13]([NH:15][CH3:16])=[O:14])=[CH:4][CH:3]=1.Br[CH2:36][CH2:37][N:38]1[C:46](=[O:47])[C:45]2[C:40](=[CH:41][CH:42]=[CH:43][CH:44]=2)[C:39]1=[O:48].C1CCN2C(=NCCC2)CC1. The catalyst is CN(C=O)C. The product is [O:48]=[C:39]1[C:40]2[C:45](=[CH:44][CH:43]=[CH:42][CH:41]=2)[C:46](=[O:47])[N:38]1[CH2:37][CH2:36][O:34][C:22]1[CH:23]=[CH:24][C:25]([C:27](=[O:33])[NH:28][CH2:29][CH:30]([CH3:32])[CH3:31])=[CH:26][C:21]=1[C:18]1[CH:19]=[CH:20][C:10]2[O:9][C:8]([C:5]3[CH:4]=[CH:3][C:2]([F:1])=[CH:7][CH:6]=3)=[C:12]([C:13]([NH:15][CH3:16])=[O:14])[C:11]=2[CH:17]=1. The yield is 0.230. (4) The reactants are COC1C=CC(C[N:8]([CH:39]([CH3:41])[CH3:40])[CH2:9][CH2:10][C@H:11]([NH:14][C:15]([C:17]2[CH:25]=[C:24]3[C:20]([CH:21]=[N:22][N:23]3[CH2:26][CH:27]([CH3:29])[CH3:28])=[CH:19][C:18]=2[O:30][C:31]2[CH:36]=[CH:35][C:34]([F:37])=[CH:33][C:32]=2[F:38])=[O:16])[CH2:12][OH:13])=CC=1. The catalyst is CO.[Pd]. The product is [OH:13][CH2:12][C@@H:11]([NH:14][C:15]([C:17]1[CH:25]=[C:24]2[C:20]([CH:21]=[N:22][N:23]2[CH2:26][CH:27]([CH3:28])[CH3:29])=[CH:19][C:18]=1[O:30][C:31]1[CH:36]=[CH:35][C:34]([F:37])=[CH:33][C:32]=1[F:38])=[O:16])[CH2:10][CH2:9][NH:8][CH:39]([CH3:41])[CH3:40]. The yield is 0.600. (5) The reactants are [F:1][C:2]1[CH:10]=[C:9]2[C:5]([CH2:6][CH2:7][C:8]2=[O:11])=[CH:4][CH:3]=1.[BH4-].[Na+]. The catalyst is ClCCCl.CO. The yield is 0.970. The product is [F:1][C:2]1[CH:10]=[C:9]2[C:5]([CH2:6][CH2:7][CH:8]2[OH:11])=[CH:4][CH:3]=1.